From a dataset of Full USPTO retrosynthesis dataset with 1.9M reactions from patents (1976-2016). Predict the reactants needed to synthesize the given product. (1) Given the product [F:34][C:33]([F:36])([F:35])[S:30]([O:10][C:11]1[CH:12]=[CH:13][C:14]([CH:17]2[NH:21][C:20](=[O:22])[CH2:19][CH2:18]2)=[CH:15][CH:16]=1)(=[O:32])=[O:31], predict the reactants needed to synthesize it. The reactants are: CCN(C(C)C)C(C)C.[OH:10][C:11]1[CH:16]=[CH:15][C:14]([CH:17]2[NH:21][C:20](=[O:22])[CH2:19][CH2:18]2)=[CH:13][CH:12]=1.C1C=CC(N([S:30]([C:33]([F:36])([F:35])[F:34])(=[O:32])=[O:31])[S:30]([C:33]([F:36])([F:35])[F:34])(=[O:32])=[O:31])=CC=1. (2) Given the product [N:28]1[CH:29]=[CH:30][CH:31]=[N:32][C:27]=1[NH:26][C:23]1[S:24][CH:25]=[C:21]([C:10]2[C:11]([C:13]3[CH:14]=[C:15]([CH:18]=[CH:19][CH:20]=3)[C:16]#[N:17])=[CH:12][NH:8][N:9]=2)[N:22]=1, predict the reactants needed to synthesize it. The reactants are: COC1C=CC(C[N:8]2[CH:12]=[C:11]([C:13]3[CH:14]=[C:15]([CH:18]=[CH:19][CH:20]=3)[C:16]#[N:17])[C:10]([C:21]3[N:22]=[C:23]([NH:26][C:27]4[N:32]=[CH:31][CH:30]=[CH:29][N:28]=4)[S:24][CH:25]=3)=[N:9]2)=CC=1. (3) Given the product [CH3:12][O:13][C:14]1[CH:19]=[CH:18][C:17]([O:20][CH3:21])=[C:16]2[C:15]=1[CH:8]([CH3:9])[CH:6]([CH3:7])[C:5]2=[O:10], predict the reactants needed to synthesize it. The reactants are: [Al+3].[Cl-].[Cl-].[Cl-].[C:5](Cl)(=[O:10])/[C:6](=[CH:8]/[CH3:9])/[CH3:7].[CH3:12][O:13][C:14]1[CH:19]=[CH:18][C:17]([O:20][CH3:21])=[CH:16][CH:15]=1.Cl. (4) Given the product [CH:1]1([NH:6][C:27](=[O:28])[C:26]2[CH:30]=[CH:31][CH:32]=[C:24]([N:22]3[CH:23]=[C:19]([C:9]4[C:10]([C:13]5[CH:18]=[CH:17][CH:16]=[CH:15][CH:14]=5)=[N:11][O:12][C:8]=4[CH3:7])[N:20]=[CH:21]3)[CH:25]=2)[CH2:5][CH2:4][CH2:3][CH2:2]1, predict the reactants needed to synthesize it. The reactants are: [CH:1]1([NH2:6])[CH2:5][CH2:4][CH2:3][CH2:2]1.[CH3:7][C:8]1[O:12][N:11]=[C:10]([C:13]2[CH:18]=[CH:17][CH:16]=[CH:15][CH:14]=2)[C:9]=1[C:19]1[N:20]=[CH:21][N:22]([C:24]2[CH:25]=[C:26]([CH:30]=[CH:31][CH:32]=2)[C:27](O)=[O:28])[CH:23]=1. (5) Given the product [OH:16][C:17]1[C:22]2[N:23]=[C:24]([NH:26][C:27](=[O:34])[C:28]3[CH:29]=[CH:30][CH:31]=[CH:32][CH:33]=3)[S:25][C:21]=2[C:20]([N:35]2[CH2:36][CH2:37][O:38][CH2:39][CH2:40]2)=[CH:19][CH:18]=1, predict the reactants needed to synthesize it. The reactants are: NC1C=C(N2CCOCC2)C=CC=1O.C[O:16][C:17]1[C:22]2[N:23]=[C:24]([NH:26][C:27](=[O:34])[C:28]3[CH:33]=[CH:32][CH:31]=[CH:30][CH:29]=3)[S:25][C:21]=2[C:20]([N:35]2[CH2:40][CH2:39][O:38][CH2:37][CH2:36]2)=[CH:19][CH:18]=1. (6) Given the product [NH2:30][C:23]1[CH:24]=[CH:25][C:26]([O:28][CH3:29])=[CH:27][C:22]=1[C:21]([NH:20][C:3]1[CH:4]=[C:5]([C:8]([N:10]2[C:19]3[C:14](=[CH:15][CH:16]=[CH:17][CH:18]=3)[CH2:13][CH2:12][CH2:11]2)=[O:9])[CH:6]=[CH:7][C:2]=1[Cl:1])=[O:33], predict the reactants needed to synthesize it. The reactants are: [Cl:1][C:2]1[CH:7]=[CH:6][C:5]([C:8]([N:10]2[C:19]3[C:14](=[CH:15][CH:16]=[CH:17][CH:18]=3)[CH2:13][CH2:12][CH2:11]2)=[O:9])=[CH:4][C:3]=1[NH:20][C:21](=[O:33])[C:22]1[CH:27]=[C:26]([O:28][CH3:29])[CH:25]=[CH:24][C:23]=1[N+:30]([O-])=O.[Sn](Cl)(Cl)(Cl)Cl. (7) Given the product [CH2:1]([C@@H:5]1[CH2:6][CH2:7][C@H:8]([O:11][C:13]2[CH:14]=[C:15]3[C:20](=[CH:21][CH:22]=2)[CH:19]=[C:18]([C@:23]2([CH3:29])[CH2:27][O:26][C:25](=[O:28])[NH:24]2)[CH:17]=[CH:16]3)[CH2:9][CH2:10]1)[CH2:2][CH2:3][CH3:4], predict the reactants needed to synthesize it. The reactants are: [CH2:1]([C@H:5]1[CH2:10][CH2:9][C@H:8]([OH:11])[CH2:7][CH2:6]1)[CH2:2][CH2:3][CH3:4].O[C:13]1[CH:14]=[C:15]2[C:20](=[CH:21][CH:22]=1)[CH:19]=[C:18]([C@:23]1([CH3:29])[CH2:27][O:26][C:25](=[O:28])[NH:24]1)[CH:17]=[CH:16]2.C1(P(C2C=CC=CC=2)C2C=CC=CC=2)C=CC=CC=1.O1CCCC1.N(C(OC(C)C)=O)=NC(OC(C)C)=O.